This data is from Peptide-MHC class II binding affinity with 134,281 pairs from IEDB. The task is: Regression. Given a peptide amino acid sequence and an MHC pseudo amino acid sequence, predict their binding affinity value. This is MHC class II binding data. (1) The peptide sequence is QLGELYYAIHKASPV. The MHC is HLA-DPA10301-DPB10402 with pseudo-sequence HLA-DPA10301-DPB10402. The binding affinity (normalized) is 0.362. (2) The peptide sequence is FFFLFNILTGKKITA. The MHC is DRB3_0301 with pseudo-sequence DRB3_0301. The binding affinity (normalized) is 0.733. (3) The peptide sequence is TISSYFVGKMYFNLIDTK. The binding affinity (normalized) is 0. The MHC is DRB1_1301 with pseudo-sequence DRB1_1301. (4) The peptide sequence is VTFKNAHAKKPEVVV. The MHC is DRB1_0101 with pseudo-sequence DRB1_0101. The binding affinity (normalized) is 0.461. (5) The peptide sequence is LALVGFLGGLITGTS. The MHC is DRB4_0101 with pseudo-sequence DRB4_0103. The binding affinity (normalized) is 0.239.